From a dataset of Catalyst prediction with 721,799 reactions and 888 catalyst types from USPTO. Predict which catalyst facilitates the given reaction. (1) Reactant: [NH:1]1[CH2:6][CH:5]=[C:4]([C:7]2[C:8]3[O:15][C:14]([CH:16]=[O:17])=[CH:13][C:9]=3[CH:10]=[N:11][CH:12]=2)[CH2:3][CH2:2]1.C(N(CC)CC)C.[CH:25]1([S:28](Cl)(=[O:30])=[O:29])[CH2:27][CH2:26]1.C(=O)(O)[O-].[Na+]. Product: [CH:25]1([S:28]([N:1]2[CH2:2][CH:3]=[C:4]([C:7]3[C:8]4[O:15][C:14]([CH:16]=[O:17])=[CH:13][C:9]=4[CH:10]=[N:11][CH:12]=3)[CH2:5][CH2:6]2)(=[O:30])=[O:29])[CH2:27][CH2:26]1. The catalyst class is: 7. (2) Reactant: [OH-].[Na+].C1(C[O:10][C:11]([C:13]2([NH:19][C:20]([C:22]3[CH:27]=[CH:26][C:25]([CH2:28][N:29]([CH3:31])[CH3:30])=[CH:24][CH:23]=3)=O)[CH2:18][CH2:17][CH2:16][CH2:15][CH2:14]2)=[O:12])C=CC=CC=1.Cl.C(N(CC)CC)C.Cl.C(N=C=NCCCN(C)C)C. Product: [CH3:30][N:29]([CH2:28][C:25]1[CH:26]=[CH:27][C:22]([C:20]2[O:10][C:11](=[O:12])[C:13]3([CH2:14][CH2:15][CH2:16][CH2:17][CH2:18]3)[N:19]=2)=[CH:23][CH:24]=1)[CH3:31]. The catalyst class is: 595. (3) Reactant: C(OC(=O)[NH:10][C@H:11]1[CH2:15][CH2:14][C@@H:13]([N:16]([C:18]([O:20][C:21]([CH3:24])([CH3:23])[CH3:22])=[O:19])[CH3:17])[CH2:12]1)C1C=CC=CC=1. Product: [C:21]([O:20][C:18](=[O:19])[N:16]([C@@H:13]1[CH2:14][CH2:15][C@H:11]([NH2:10])[CH2:12]1)[CH3:17])([CH3:24])([CH3:22])[CH3:23]. The catalyst class is: 312. (4) Reactant: Br[C:2]1[CH:7]=[CH:6][C:5]([F:8])=[C:4]([N+:9]([O-:11])=[O:10])[CH:3]=1.[CH3:12][O:13][C:14]1[CH:15]=[C:16](B(O)O)[CH:17]=[CH:18][CH:19]=1.C(=O)([O-])[O-].[Na+].[Na+].C1(C)C=CC=CC=1. Product: [F:8][C:5]1[CH:6]=[CH:7][C:2]([C:18]2[CH:17]=[CH:16][CH:15]=[C:14]([O:13][CH3:12])[CH:19]=2)=[CH:3][C:4]=1[N+:9]([O-:11])=[O:10]. The catalyst class is: 461. (5) Reactant: O1[C:5]2([CH2:14][CH2:13][C:8]3([CH2:12][CH2:11][NH:10][CH2:9]3)[CH2:7][CH2:6]2)[O:4]CC1.Cl. Product: [CH2:9]1[C:8]2([CH2:13][CH2:14][C:5](=[O:4])[CH2:6][CH2:7]2)[CH2:12][CH2:11][NH:10]1. The catalyst class is: 5. (6) Reactant: Cl.Cl.Cl.[F:4][CH2:5][CH2:6][C:7]1([N:11]2[CH:15]=[C:14]([C:16]3[N:21]4[CH:22]=[CH:23][N:24]=[C:20]4[CH:19]=[C:18]([C:25]4[CH:26]=[N:27][N:28]([CH3:30])[CH:29]=4)[N:17]=3)[CH:13]=[N:12]2)[CH2:10][NH:9][CH2:8]1.C(N(CC)C(C)C)(C)C.[F:40][C:41]([F:54])([F:53])[S:42](O[S:42]([C:41]([F:54])([F:53])[F:40])(=[O:44])=[O:43])(=[O:44])=[O:43]. Product: [F:4][CH2:5][CH2:6][C:7]1([N:11]2[CH:15]=[C:14]([C:16]3[N:21]4[CH:22]=[CH:23][N:24]=[C:20]4[CH:19]=[C:18]([C:25]4[CH:26]=[N:27][N:28]([CH3:30])[CH:29]=4)[N:17]=3)[CH:13]=[N:12]2)[CH2:8][N:9]([S:42]([C:41]([F:54])([F:53])[F:40])(=[O:44])=[O:43])[CH2:10]1. The catalyst class is: 172. (7) Reactant: [CH2:1]([C:5]([CH2:16][C:17]([CH3:19])=[CH2:18])([C:11]([O:13][CH2:14][CH3:15])=[O:12])[C:6]([O:8][CH2:9][CH3:10])=[O:7])[CH2:2]C=C.CCCCCCCCCCCCCCCC. Product: [CH3:19][C:17]1[CH2:16][C:5]([C:6]([O:8][CH2:9][CH3:10])=[O:7])([C:11]([O:13][CH2:14][CH3:15])=[O:12])[CH2:1][CH2:2][CH:18]=1. The catalyst class is: 133. (8) Reactant: C([O:3][C:4](=[O:14])[CH:5]([C:8]1[CH:9]=[N:10][CH:11]=[CH:12][CH:13]=1)[CH2:6][CH3:7])C. Product: [N:10]1[CH:11]=[CH:12][CH:13]=[C:8]([CH:5]([CH2:6][CH3:7])[C:4]([OH:14])=[O:3])[CH:9]=1. The catalyst class is: 33. (9) Reactant: Br[C:2]1[CH:3]=[C:4]([CH2:9][NH:10][C:11]([C:13]2[CH:18]=[CH:17][CH:16]=[C:15]([C:19]([NH:21][CH2:22][C:23]3[C:24]([NH:36][CH:37]4[CH2:42][CH2:41][O:40][CH2:39][CH2:38]4)=[C:25]4[CH:33]=[N:32][N:31]([CH2:34][CH3:35])[C:26]4=[N:27][C:28]=3[CH2:29][CH3:30])=[O:20])[N:14]=2)=[O:12])[CH:5]=[CH:6][C:7]=1[Cl:8].CC1(C)C(C)(C)OB([C:51]2[CH:52]=[C:53]([CH2:57][CH:58]3[CH2:63][CH2:62][N:61]([C:64]([O:66][C:67]([CH3:70])([CH3:69])[CH3:68])=[O:65])[CH2:60][CH2:59]3)[CH:54]=[CH:55][CH:56]=2)O1.C([O-])([O-])=O.[Na+].[Na+]. Product: [Cl:8][C:7]1[CH:6]=[CH:5][C:4]([CH2:9][NH:10][C:11]([C:13]2[CH:18]=[CH:17][CH:16]=[C:15]([C:19]([NH:21][CH2:22][C:23]3[C:24]([NH:36][CH:37]4[CH2:42][CH2:41][O:40][CH2:39][CH2:38]4)=[C:25]4[CH:33]=[N:32][N:31]([CH2:34][CH3:35])[C:26]4=[N:27][C:28]=3[CH2:29][CH3:30])=[O:20])[N:14]=2)=[O:12])=[CH:3][C:2]=1[C:55]1[CH:56]=[CH:51][CH:52]=[C:53]([CH2:57][CH:58]2[CH2:59][CH2:60][N:61]([C:64]([O:66][C:67]([CH3:70])([CH3:69])[CH3:68])=[O:65])[CH2:62][CH2:63]2)[CH:54]=1. The catalyst class is: 117.